This data is from Catalyst prediction with 721,799 reactions and 888 catalyst types from USPTO. The task is: Predict which catalyst facilitates the given reaction. (1) Reactant: [NH2:1][C:2]1[O:6][N:5]=[C:4]([CH3:7])[C:3]=1[CH3:8].N1C=CC=CC=1.Cl[C:16]([O:18][CH2:19][C:20]([Cl:23])([Cl:22])[Cl:21])=[O:17].O. Product: [CH3:7][C:4]1[C:3]([CH3:8])=[C:2]([NH:1][C:16](=[O:17])[O:18][CH2:19][C:20]([Cl:23])([Cl:22])[Cl:21])[O:6][N:5]=1. The catalyst class is: 7. (2) Reactant: [F:1][C:2]1[CH:7]=[C:6]([N+:8]([O-:10])=[O:9])[CH:5]=[CH:4][C:3]=1[CH3:11].[Br:12]([O-])(=O)=O.[Na+].CCOC(C)=O.S(=O)(O)[O-].[Na+]. Product: [Br:12][CH2:11][C:3]1[CH:4]=[CH:5][C:6]([N+:8]([O-:10])=[O:9])=[CH:7][C:2]=1[F:1]. The catalyst class is: 6. (3) Reactant: [CH3:1][N:2]([CH3:8])[C@H:3]1[CH2:7][CH2:6][NH:5][CH2:4]1.[C:9]([C:11]1[C:16]2[N:17]=[C:18]([C:20]([NH:22][CH3:23])=[O:21])[O:19][C:15]=2[C:14](F)=[C:13]([C:25]2[CH:30]=[CH:29][CH:28]=[CH:27][CH:26]=2)[C:12]=1[CH3:31])#[N:10].C(N(CC)CC)C. Product: [C:9]([C:11]1[C:16]2[N:17]=[C:18]([C:20]([NH:22][CH3:23])=[O:21])[O:19][C:15]=2[C:14]([N:5]2[CH2:6][CH2:7][C@H:3]([N:2]([CH3:8])[CH3:1])[CH2:4]2)=[C:13]([C:25]2[CH:30]=[CH:29][CH:28]=[CH:27][CH:26]=2)[C:12]=1[CH3:31])#[N:10]. The catalyst class is: 16. (4) Reactant: F[C:2]1[CH:3]=[CH:4][CH:5]=[C:6]2[C:10]=1[NH:9][C:8](=[O:11])[C:7]2=O.NN. Product: [NH:9]1[C:10]2[C:6](=[CH:5][CH:4]=[CH:3][CH:2]=2)[CH2:7][C:8]1=[O:11]. The catalyst class is: 196. (5) Reactant: [Cl:1][C:2]1[C:3]([CH2:16][O:17][C:18]2[CH:27]=[C:26]3[C:21]([CH2:22][CH2:23][C:24]([CH3:29])([CH3:28])[O:25]3)=[CH:20][CH:19]=2)=[CH:4][C:5]([F:15])=[C:6]([CH:14]=1)[C:7]([O:9]C(C)(C)C)=[O:8].FC(F)(F)C(O)=O. Product: [Cl:1][C:2]1[C:3]([CH2:16][O:17][C:18]2[CH:27]=[C:26]3[C:21]([CH2:22][CH2:23][C:24]([CH3:29])([CH3:28])[O:25]3)=[CH:20][CH:19]=2)=[CH:4][C:5]([F:15])=[C:6]([CH:14]=1)[C:7]([OH:9])=[O:8]. The catalyst class is: 2.